Dataset: Catalyst prediction with 721,799 reactions and 888 catalyst types from USPTO. Task: Predict which catalyst facilitates the given reaction. (1) Reactant: [Br:1][C:2]1[CH:7]=[CH:6][C:5]([C:8]2[CH:12]=[C:11]([OH:13])[N:10]([C:14]3[CH:19]=[CH:18][CH:17]=[CH:16][N:15]=3)[N:9]=2)=[CH:4][CH:3]=1.[C:20](O[C:20]([O:22][C:23]([CH3:26])([CH3:25])[CH3:24])=[O:21])([O:22][C:23]([CH3:26])([CH3:25])[CH3:24])=[O:21]. Product: [C:20](=[O:21])([O:22][C:23]([CH3:26])([CH3:25])[CH3:24])[O:13][C:11]1[N:10]([C:14]2[CH:19]=[CH:18][CH:17]=[CH:16][N:15]=2)[N:9]=[C:8]([C:5]2[CH:4]=[CH:3][C:2]([Br:1])=[CH:7][CH:6]=2)[CH:12]=1. The catalyst class is: 172. (2) Reactant: Br[C:2]1[CH:7]=[CH:6][CH:5]=[CH:4][C:3]=1[Cl:8].[CH:9]([C:11]1[CH:12]=[C:13](B(O)O)[CH:14]=[CH:15][CH:16]=1)=[O:10].C(=O)([O-])[O-].[Na+].[Na+].C(OCC)(=O)C. Product: [CH:9]([C:11]1[CH:16]=[C:15]([C:2]2[CH:7]=[CH:6][CH:5]=[CH:4][C:3]=2[Cl:8])[CH:14]=[CH:13][CH:12]=1)=[O:10]. The catalyst class is: 109.